Dataset: Cav3 T-type calcium channel HTS with 100,875 compounds. Task: Binary Classification. Given a drug SMILES string, predict its activity (active/inactive) in a high-throughput screening assay against a specified biological target. (1) The molecule is Brc1c(n2c(=O)c3c(nc2SCC(=O)NCc2occc2)[nH]nc3)cccc1. The result is 0 (inactive). (2) The drug is Brc1c(OCc2onc(n2)c2ncccc2)ccc(c1)C. The result is 0 (inactive). (3) The drug is s1c(CNc2ccc(N3CCN(CC3)C(=O)C)cc2)ccc1. The result is 0 (inactive).